Dataset: Forward reaction prediction with 1.9M reactions from USPTO patents (1976-2016). Task: Predict the product of the given reaction. Given the reactants O[CH2:2][C:3]1[N:4]([CH3:29])[C:5]2[C:10]([CH:11]=1)=[CH:9][C:8]([NH:12][C:13]([NH:15][C:16]1[CH:21]=[CH:20][C:19]([O:22][C:23]3[CH:28]=[CH:27][CH:26]=[CH:25][CH:24]=3)=[CH:18][CH:17]=1)=[O:14])=[CH:7][CH:6]=2.[OH:30][CH:31]1[CH2:36][CH2:35][NH:34][CH2:33][CH2:32]1, predict the reaction product. The product is: [OH:30][CH:31]1[CH2:36][CH2:35][N:34]([CH2:2][C:3]2[N:4]([CH3:29])[C:5]3[C:10]([CH:11]=2)=[CH:9][C:8]([NH:12][C:13]([NH:15][C:16]2[CH:21]=[CH:20][C:19]([O:22][C:23]4[CH:28]=[CH:27][CH:26]=[CH:25][CH:24]=4)=[CH:18][CH:17]=2)=[O:14])=[CH:7][CH:6]=3)[CH2:33][CH2:32]1.